Dataset: Catalyst prediction with 721,799 reactions and 888 catalyst types from USPTO. Task: Predict which catalyst facilitates the given reaction. (1) Reactant: Cl[C:2]1[N:7]=[C:6]([CH3:8])[C:5]([CH:9]([CH2:14][CH2:15][CH3:16])[C:10]([O:12][CH3:13])=[O:11])=[C:4]([C:17]2[CH:22]=[CH:21][C:20]([CH3:23])=[CH:19][CH:18]=2)[N:3]=1.[CH:24]([C:27]1[N:31]=[C:30]([CH:32]2[CH2:37][CH2:36][CH2:35][NH:34][CH2:33]2)[O:29][N:28]=1)([CH3:26])[CH3:25].C(N(CC)CC)C. Product: [CH:24]([C:27]1[N:31]=[C:30]([CH:32]2[CH2:37][CH2:36][CH2:35][N:34]([C:2]3[N:7]=[C:6]([CH3:8])[C:5]([CH:9]([CH2:14][CH2:15][CH3:16])[C:10]([O:12][CH3:13])=[O:11])=[C:4]([C:17]4[CH:22]=[CH:21][C:20]([CH3:23])=[CH:19][CH:18]=4)[N:3]=3)[CH2:33]2)[O:29][N:28]=1)([CH3:26])[CH3:25]. The catalyst class is: 7. (2) Reactant: [Cl:1][C:2]1[C:7]2[CH:8]=[CH:9][NH:10][C:6]=2[CH:5]=[C:4]([Cl:11])[N:3]=1.[H-].[Na+].I[CH3:15]. Product: [Cl:1][C:2]1[C:7]2[CH:8]=[CH:9][N:10]([CH3:15])[C:6]=2[CH:5]=[C:4]([Cl:11])[N:3]=1. The catalyst class is: 7.